Dataset: Peptide-MHC class I binding affinity with 185,985 pairs from IEDB/IMGT. Task: Regression. Given a peptide amino acid sequence and an MHC pseudo amino acid sequence, predict their binding affinity value. This is MHC class I binding data. (1) The MHC is HLA-A33:01 with pseudo-sequence HLA-A33:01. The peptide sequence is LFSIFYKDY. The binding affinity (normalized) is 0.178. (2) The peptide sequence is ILNRETLLDFV. The MHC is HLA-B35:01 with pseudo-sequence HLA-B35:01. The binding affinity (normalized) is 0.0847. (3) The peptide sequence is KYMDNELVY. The MHC is HLA-B08:01 with pseudo-sequence HLA-B08:01. The binding affinity (normalized) is 0.0847. (4) The peptide sequence is SLSLGAHQK. The MHC is HLA-A02:01 with pseudo-sequence HLA-A02:01. The binding affinity (normalized) is 0.232. (5) The peptide sequence is VTRQIHNPR. The MHC is HLA-A03:01 with pseudo-sequence HLA-A03:01. The binding affinity (normalized) is 0.135. (6) The peptide sequence is QGYWHLTPE. The MHC is Mamu-B3901 with pseudo-sequence Mamu-B3901. The binding affinity (normalized) is 0.629.